From a dataset of Forward reaction prediction with 1.9M reactions from USPTO patents (1976-2016). Predict the product of the given reaction. (1) Given the reactants [NH2:1][C:2]1[CH:7]=[CH:6][C:5]([C:8]2[O:12][CH:11]=[N:10][CH:9]=2)=[C:4]([O:13][CH3:14])[CH:3]=1.C(N(CC)CC)C.[Cl:22][CH2:23][C:24](Cl)=[O:25], predict the reaction product. The product is: [Cl:22][CH2:23][C:24]([NH:1][C:2]1[CH:7]=[CH:6][C:5]([C:8]2[O:12][CH:11]=[N:10][CH:9]=2)=[C:4]([O:13][CH3:14])[CH:3]=1)=[O:25]. (2) The product is: [CH3:1][C:2]1[CH:7]=[CH:6][CH:5]=[C:4]([CH3:8])[N+:3]=1[O-:17]. Given the reactants [CH3:1][C:2]1[CH:7]=[CH:6][CH:5]=[C:4]([CH3:8])[N:3]=1.C1C=C(Cl)C=C(C(OO)=[O:17])C=1, predict the reaction product. (3) Given the reactants Cl[C:2]([O:4][C:5]1[CH:10]=[CH:9][C:8]([N+:11]([O-:13])=[O:12])=[CH:7][CH:6]=1)=[O:3].N1C=CC=CC=1.[C:20]([O:24][C:25]([N:27]1[CH2:32][CH2:31][N:30]([C:33]2[CH:38]=[CH:37][C:36]([NH2:39])=[CH:35][CH:34]=2)[CH2:29][CH2:28]1)=[O:26])([CH3:23])([CH3:22])[CH3:21], predict the reaction product. The product is: [C:20]([O:24][C:25]([N:27]1[CH2:32][CH2:31][N:30]([C:33]2[CH:34]=[CH:35][C:36]([NH:39][C:2]([O:4][C:5]3[CH:10]=[CH:9][C:8]([N+:11]([O-:13])=[O:12])=[CH:7][CH:6]=3)=[O:3])=[CH:37][CH:38]=2)[CH2:29][CH2:28]1)=[O:26])([CH3:23])([CH3:21])[CH3:22]. (4) Given the reactants C[NH:2][C:3]([CH3:21])=[C:4]([C:15](=O)[C:16]([F:19])([F:18])[F:17])[C:5]([O:7][CH2:8][C:9]1[CH:14]=[CH:13][CH:12]=[CH:11][CH:10]=1)=[O:6].O.[NH2:23]N.O.C([O-])(O)=O.[Na+], predict the reaction product. The product is: [CH3:21][C:3]1[C:4]([C:5]([O:7][CH2:8][C:9]2[CH:14]=[CH:13][CH:12]=[CH:11][CH:10]=2)=[O:6])=[C:15]([C:16]([F:19])([F:18])[F:17])[NH:23][N:2]=1. (5) Given the reactants C([O:8][C:9]1[CH:30]=[CH:29][C:12]([C:13]([NH:15][C:16]2[C:20]3[CH:21]=[C:22]([F:25])[CH:23]=[CH:24][C:19]=3[O:18][C:17]=2[C:26]([NH2:28])=[O:27])=[O:14])=[CH:11][C:10]=1[CH2:31][N:32]1[CH2:37][CH2:36][O:35][CH2:34][CH2:33]1)C1C=CC=CC=1, predict the reaction product. The product is: [F:25][C:22]1[CH:23]=[CH:24][C:19]2[O:18][C:17]([C:26]([NH2:28])=[O:27])=[C:16]([NH:15][C:13](=[O:14])[C:12]3[CH:29]=[CH:30][C:9]([OH:8])=[C:10]([CH2:31][N:32]4[CH2:37][CH2:36][O:35][CH2:34][CH2:33]4)[CH:11]=3)[C:20]=2[CH:21]=1. (6) The product is: [Cl:21][C:15]1[CH:16]=[C:17]([Cl:20])[CH:18]=[CH:19][C:14]=1[C:13]1[C:7]2[O:6][CH:5]([CH2:4][NH2:1])[CH2:9][C:8]=2[CH:10]=[CH:11][CH:12]=1. Given the reactants [N:1]([CH2:4][CH:5]1[CH2:9][C:8]2[CH:10]=[CH:11][CH:12]=[C:13]([C:14]3[CH:19]=[CH:18][C:17]([Cl:20])=[CH:16][C:15]=3[Cl:21])[C:7]=2[O:6]1)=[N+]=[N-], predict the reaction product. (7) Given the reactants [Cl:1][C:2]1[CH:14]=[CH:13][C:5]2[S:6][C:7]([C:10]([OH:12])=O)=[C:8]([CH3:9])[C:4]=2[CH:3]=1.C[O:16][C:17](=[O:38])[CH2:18][CH2:19][C:20]1[CH:25]=[CH:24][C:23]([O:26][C:27]2[CH:32]=[C:31]([CH3:33])[CH:30]=[C:29]([C@H:34]([NH2:36])[CH3:35])[CH:28]=2)=[CH:22][C:21]=1[CH3:37], predict the reaction product. The product is: [Cl:1][C:2]1[CH:14]=[CH:13][C:5]2[S:6][C:7]([C:10]([NH:36][C@@H:34]([C:29]3[CH:28]=[C:27]([CH:32]=[C:31]([CH3:33])[CH:30]=3)[O:26][C:23]3[CH:24]=[CH:25][C:20]([CH2:19][CH2:18][C:17]([OH:38])=[O:16])=[C:21]([CH3:37])[CH:22]=3)[CH3:35])=[O:12])=[C:8]([CH3:9])[C:4]=2[CH:3]=1. (8) Given the reactants [CH3:1][O:2][C:3]1[C:4]([CH2:16][O:17][C:18]2[CH:23]=[CH:22][C:21]([N:24]3[C:28]([CH3:29])=[C:27](Br)[C:26]([CH3:31])=[N:25]3)=[CH:20][C:19]=2[CH3:32])=[C:5]([N:9]2[C:13](=[O:14])[N:12]([CH3:15])[N:11]=[N:10]2)[CH:6]=[CH:7][CH:8]=1.[CH:33]1(B(O)O)[CH2:35][CH2:34]1.P([O-])([O-])([O-])=O.[K+].[K+].[K+].O1CCOCC1, predict the reaction product. The product is: [CH3:1][O:2][C:3]1[C:4]([CH2:16][O:17][C:18]2[CH:23]=[CH:22][C:21]([N:24]3[C:28]([CH3:29])=[C:27]([CH:33]4[CH2:35][CH2:34]4)[C:26]([CH3:31])=[N:25]3)=[CH:20][C:19]=2[CH3:32])=[C:5]([N:9]2[C:13](=[O:14])[N:12]([CH3:15])[N:11]=[N:10]2)[CH:6]=[CH:7][CH:8]=1.